This data is from Reaction yield outcomes from USPTO patents with 853,638 reactions. The task is: Predict the reaction yield, written as a fraction of the theoretical maximum amount of product (1.0 means a 100% yield; for example, 0.34 means a 34% yield). (1) The product is [CH3:1][O:2][C:3](=[O:23])[CH2:4][C:5]1[C:14]([CH3:15])=[C:13]([CH:16]2[CH2:17][CH2:18][N:19]([C:33](=[O:34])[NH:32][C:27]3[CH:28]=[CH:29][CH:30]=[CH:31][C:26]=3[O:25][CH3:24])[CH2:20][CH2:21]2)[C:12]2[C:7](=[CH:8][CH:9]=[C:10]([F:22])[CH:11]=2)[CH:6]=1. The catalyst is C(Cl)Cl.O. The yield is 0.870. The reactants are [CH3:1][O:2][C:3](=[O:23])[CH2:4][C:5]1[C:14]([CH3:15])=[C:13]([CH:16]2[CH2:21][CH2:20][NH:19][CH2:18][CH2:17]2)[C:12]2[C:7](=[CH:8][CH:9]=[C:10]([F:22])[CH:11]=2)[CH:6]=1.[CH3:24][O:25][C:26]1[CH:31]=[CH:30][CH:29]=[CH:28][C:27]=1[N:32]=[C:33]=[O:34]. (2) The reactants are [Br:1][C:2]1[CH:3]=[C:4]2[C:9](=[CH:10][CH:11]=1)[CH:8]=[C:7]([OH:12])[CH:6]=[CH:5]2.Br[CH2:14][CH2:15][CH2:16][OH:17].[OH-].[K+]. The catalyst is C(O)C. The product is [Br:1][C:2]1[CH:3]=[C:4]2[C:9](=[CH:10][CH:11]=1)[CH:8]=[C:7]([O:12][CH2:14][CH2:15][CH2:16][OH:17])[CH:6]=[CH:5]2. The yield is 0.400. (3) The reactants are [CH2:1]([N:3]1[CH:7]=[C:6]([C:8]2[N:9]=[C:10]3[C:15]([NH:16][C@H:17]4[C@@H:21]([CH3:22])[CH2:20][NH:19][CH2:18]4)=[C:14]([C:23]([NH2:25])=[O:24])[CH:13]=[N:12][N:11]3[CH:26]=2)[CH:5]=[N:4]1)[CH3:2].C(O)(C(F)(F)F)=O.Br[C:35]1[CH:42]=[CH:41][C:38]([C:39]#[N:40])=[CH:37][N:36]=1.CCN(C(C)C)C(C)C. The catalyst is CN(C=O)C. The product is [C:39]([C:38]1[CH:41]=[CH:42][C:35]([N:19]2[CH2:20][C@H:21]([CH3:22])[C@H:17]([NH:16][C:15]3[C:10]4[N:11]([CH:26]=[C:8]([C:6]5[CH:5]=[N:4][N:3]([CH2:1][CH3:2])[CH:7]=5)[N:9]=4)[N:12]=[CH:13][C:14]=3[C:23]([NH2:25])=[O:24])[CH2:18]2)=[N:36][CH:37]=1)#[N:40]. The yield is 0.638. (4) The reactants are [N:1]1[CH:6]=[CH:5][CH:4]=[CH:3][C:2]=1[C:7]([O-:9])=[O:8].[Li+].[OH-].Cl. The catalyst is C1COCC1. The product is [N:1]1[CH:6]=[CH:5][CH:4]=[CH:3][C:2]=1[C:7]([OH:9])=[O:8]. The yield is 0.980. (5) The reactants are C(N(CC)CC)C.[NH2:8][C@@H:9]1[CH2:13][CH2:12][N:11]([C:14]2[C:23]3[C:18](=[CH:19][C:20]([CH3:24])=[CH:21][CH:22]=3)[N:17]=[C:16]([C:25]3[CH:30]=[CH:29][CH:28]=[CH:27][C:26]=3[OH:31])[N:15]=2)[CH2:10]1.Cl[C:33]([O:35][CH2:36][CH:37]([CH3:39])[CH3:38])=[O:34]. The catalyst is CN(C=O)C. The product is [OH:31][C:26]1[CH:27]=[CH:28][CH:29]=[CH:30][C:25]=1[C:16]1[N:15]=[C:14]([N:11]2[CH2:12][CH2:13][C@@H:9]([NH:8][C:33](=[O:34])[O:35][CH2:36][CH:37]([CH3:39])[CH3:38])[CH2:10]2)[C:23]2[C:18](=[CH:19][C:20]([CH3:24])=[CH:21][CH:22]=2)[N:17]=1. The yield is 0.580.